Dataset: NCI-60 drug combinations with 297,098 pairs across 59 cell lines. Task: Regression. Given two drug SMILES strings and cell line genomic features, predict the synergy score measuring deviation from expected non-interaction effect. (1) Drug 1: CC1=C2C(C(=O)C3(C(CC4C(C3C(C(C2(C)C)(CC1OC(=O)C(C(C5=CC=CC=C5)NC(=O)C6=CC=CC=C6)O)O)OC(=O)C7=CC=CC=C7)(CO4)OC(=O)C)O)C)OC(=O)C. Drug 2: CC1=C2C(C(=O)C3(C(CC4C(C3C(C(C2(C)C)(CC1OC(=O)C(C(C5=CC=CC=C5)NC(=O)OC(C)(C)C)O)O)OC(=O)C6=CC=CC=C6)(CO4)OC(=O)C)O)C)O. Cell line: SNB-19. Synergy scores: CSS=19.9, Synergy_ZIP=-7.92, Synergy_Bliss=-7.45, Synergy_Loewe=-10.9, Synergy_HSA=-5.35. (2) Drug 1: CN(CCCl)CCCl.Cl. Drug 2: CC12CCC3C(C1CCC2OP(=O)(O)O)CCC4=C3C=CC(=C4)OC(=O)N(CCCl)CCCl.[Na+]. Cell line: LOX IMVI. Synergy scores: CSS=-1.02, Synergy_ZIP=-9.25, Synergy_Bliss=-17.5, Synergy_Loewe=-23.2, Synergy_HSA=-16.5. (3) Drug 1: CCC1=C2CN3C(=CC4=C(C3=O)COC(=O)C4(CC)O)C2=NC5=C1C=C(C=C5)O. Drug 2: C(CC(=O)O)C(=O)CN.Cl. Cell line: OVCAR-4. Synergy scores: CSS=13.1, Synergy_ZIP=-2.93, Synergy_Bliss=1.94, Synergy_Loewe=-1.11, Synergy_HSA=1.25. (4) Drug 1: CN(CC1=CN=C2C(=N1)C(=NC(=N2)N)N)C3=CC=C(C=C3)C(=O)NC(CCC(=O)O)C(=O)O. Drug 2: CC1=C(C(CCC1)(C)C)C=CC(=CC=CC(=CC(=O)O)C)C. Cell line: SNB-19. Synergy scores: CSS=54.1, Synergy_ZIP=4.53, Synergy_Bliss=2.53, Synergy_Loewe=-63.5, Synergy_HSA=-2.10. (5) Drug 1: CN1C2=C(C=C(C=C2)N(CCCl)CCCl)N=C1CCCC(=O)O.Cl. Drug 2: C1CN(CCN1C(=O)CCBr)C(=O)CCBr. Cell line: EKVX. Synergy scores: CSS=4.52, Synergy_ZIP=-2.33, Synergy_Bliss=-0.0154, Synergy_Loewe=-3.84, Synergy_HSA=-1.99. (6) Drug 1: C1=NC2=C(N=C(N=C2N1C3C(C(C(O3)CO)O)F)Cl)N. Drug 2: C1CN1C2=NC(=NC(=N2)N3CC3)N4CC4. Cell line: KM12. Synergy scores: CSS=25.6, Synergy_ZIP=-0.791, Synergy_Bliss=5.53, Synergy_Loewe=0.414, Synergy_HSA=3.15.